Dataset: Full USPTO retrosynthesis dataset with 1.9M reactions from patents (1976-2016). Task: Predict the reactants needed to synthesize the given product. Given the product [NH3:5].[CH:1]1([N:5]2[CH2:11][CH2:10][C:9]3[CH:12]=[CH:13][C:14]([CH:16]4[CH2:17][CH2:18][N:19]([C:22]5[CH:23]=[CH:24][C:25]([C:28]([NH:33][CH3:32])=[O:30])=[N:26][CH:27]=5)[CH2:20][CH2:21]4)=[CH:15][C:8]=3[CH2:7][CH2:6]2)[CH2:2][CH2:3][CH2:4]1, predict the reactants needed to synthesize it. The reactants are: [CH:1]1([N:5]2[CH2:11][CH2:10][C:9]3[CH:12]=[CH:13][C:14]([CH:16]4[CH2:21][CH2:20][N:19]([C:22]5[CH:23]=[CH:24][C:25]([C:28]([OH:30])=O)=[N:26][CH:27]=5)[CH2:18][CH2:17]4)=[CH:15][C:8]=3[CH2:7][CH2:6]2)[CH2:4][CH2:3][CH2:2]1.O=[C:32](N1C=CN=C1)[N:33]1C=CN=C1.CN.O.